From a dataset of hERG Central: cardiac toxicity at 1µM, 10µM, and general inhibition. Predict hERG channel inhibition at various concentrations. The drug is O=C(Nc1ccc(-c2nnc3n2CCCCC3)cc1)c1cc2ccccc2o1. Results: hERG_inhib (hERG inhibition (general)): blocker.